This data is from Full USPTO retrosynthesis dataset with 1.9M reactions from patents (1976-2016). The task is: Predict the reactants needed to synthesize the given product. (1) The reactants are: Cl.[CH2:2]([O:4][C:5](=[O:28])[C:6]([O:9][C:10]1[CH:15]=[CH:14][C:13]([O:16][C:17]2[CH:22]=[C:21]([C:23]#[N:24])[C:20](N)=[CH:19][C:18]=2[CH3:26])=[CH:12][C:11]=1[CH3:27])([CH3:8])[CH3:7])[CH3:3].OO.N([O-])=O.[Na+]. Given the product [CH2:2]([O:4][C:5](=[O:28])[C:6]([O:9][C:10]1[CH:15]=[CH:14][C:13]([O:16][C:17]2[CH:22]=[C:21]([C:23]#[N:24])[CH:20]=[CH:19][C:18]=2[CH3:26])=[CH:12][C:11]=1[CH3:27])([CH3:7])[CH3:8])[CH3:3], predict the reactants needed to synthesize it. (2) Given the product [CH3:13][C:10]1[CH:11]=[CH:12][C:7]2[N:8]([C:4]([CH2:3][S:27][C:21]3[CH:26]=[CH:25][CH:24]=[CH:23][CH:22]=3)=[C:5]([C:14]3[CH:19]=[CH:18][C:17]([CH3:20])=[CH:16][CH:15]=3)[N:6]=2)[CH:9]=1, predict the reactants needed to synthesize it. The reactants are: Cl.Cl[CH2:3][C:4]1[N:8]2[CH:9]=[C:10]([CH3:13])[CH:11]=[CH:12][C:7]2=[N:6][C:5]=1[C:14]1[CH:19]=[CH:18][C:17]([CH3:20])=[CH:16][CH:15]=1.[C:21]1([SH:27])[CH:26]=[CH:25][CH:24]=[CH:23][CH:22]=1. (3) The reactants are: [N+:1]([C:4]1[CH:9]=[CH:8][C:7]([O:10][C@H:11]([CH3:14])[CH2:12][CH3:13])=[CH:6][CH:5]=1)([O-])=O. Given the product [CH3:14][C@@H:11]([O:10][C:7]1[CH:6]=[CH:5][C:4]([NH2:1])=[CH:9][CH:8]=1)[CH2:12][CH3:13], predict the reactants needed to synthesize it. (4) Given the product [CH2:1]([O:5][CH2:6][CH2:7][O:8][C:9]1[CH:10]=[CH:11][C:12]([C:15]2[CH:16]=[CH:17][C:18]3[N:24]([CH2:44][C:46]4[N:50]([CH3:51])[N:49]=[CH:48][CH:47]=4)[CH2:23][CH2:22][C:21]([C:25]([NH:27][C:28]4[CH:29]=[CH:30][C:31]([C@H:34]([OH:42])[C:35]5[CH:40]=[CH:39][CH:38]=[CH:37][N+:36]=5[O-:41])=[CH:32][CH:33]=4)=[O:26])=[CH:20][C:19]=3[CH:43]=2)=[CH:13][CH:14]=1)[CH2:2][CH2:3][CH3:4], predict the reactants needed to synthesize it. The reactants are: [CH2:1]([O:5][CH2:6][CH2:7][O:8][C:9]1[CH:14]=[CH:13][C:12]([C:15]2[CH:16]=[CH:17][C:18]3[NH:24][CH2:23][CH2:22][C:21]([C:25]([NH:27][C:28]4[CH:33]=[CH:32][C:31]([C@H:34]([OH:42])[C:35]5[CH:40]=[CH:39][CH:38]=[CH:37][N+:36]=5[O-:41])=[CH:30][CH:29]=4)=[O:26])=[CH:20][C:19]=3[CH:43]=2)=[CH:11][CH:10]=1)[CH2:2][CH2:3][CH3:4].[CH:44]([C:46]1[N:50]([CH3:51])[N:49]=[CH:48][CH:47]=1)=O.C(O[BH-](OC(=O)C)OC(=O)C)(=O)C.[Na+].C(O)(=O)C. (5) Given the product [Cl:28][C:2]([Cl:1])([Cl:27])[CH2:3][O:4][C:5]([C@@H:7]1[CH2:12][CH2:11][CH2:10][N:9]([C:13](=[O:15])[C@@H:44]([NH:43][C:41]([O:40][C:36]([CH3:39])([CH3:38])[CH3:37])=[O:42])[CH2:48][O:49][Si:50]([C:63]([CH3:66])([CH3:65])[CH3:64])([C:57]2[CH:58]=[CH:59][CH:60]=[CH:61][CH:62]=2)[C:51]2[CH:56]=[CH:55][CH:54]=[CH:53][CH:52]=2)[NH:8]1)=[O:6], predict the reactants needed to synthesize it. The reactants are: [Cl:1][C:2]([Cl:28])([Cl:27])[CH2:3][O:4][C:5]([C@@H:7]1[CH2:12][CH2:11][CH2:10][N:9]([C:13]([O:15]C(C)(C)C)=O)[N:8]1C(OC(C)(C)C)=O)=[O:6].FC(F)(F)C(O)=O.[C:36]([O:40][C:41]([NH:43][C@@H:44]([CH2:48][O:49][Si:50]([C:63]([CH3:66])([CH3:65])[CH3:64])([C:57]1[CH:62]=[CH:61][CH:60]=[CH:59][CH:58]=1)[C:51]1[CH:56]=[CH:55][CH:54]=[CH:53][CH:52]=1)C(O)=O)=[O:42])([CH3:39])([CH3:38])[CH3:37].C(N(CC)C(C)C)(C)C. (6) The reactants are: [NH2:1][C:2]1[CH:11]=[C:10]([Br:12])[CH:9]=[CH:8][C:3]=1[C:4]([O:6][CH3:7])=[O:5].C(N(CC)CC)C.C(Cl)Cl.Cl[CH2:24][CH2:25][CH2:26][S:27](Cl)(=[O:29])=[O:28]. Given the product [Br:12][C:10]1[CH:9]=[CH:8][C:3]([C:4]([O:6][CH3:7])=[O:5])=[C:2]([N:1]2[CH2:24][CH2:25][CH2:26][S:27]2(=[O:29])=[O:28])[CH:11]=1, predict the reactants needed to synthesize it. (7) The reactants are: [C:1]([C:5]1[CH:6]=[C:7]2[C:11](=[C:12]([F:14])[CH:13]=1)[C:10](=O)[O:9][CH:8]2O)([CH3:4])([CH3:3])[CH3:2].O.[NH2:18][NH2:19].C(O)(=O)C. Given the product [C:1]([C:5]1[CH:6]=[C:7]2[C:11](=[C:12]([F:14])[CH:13]=1)[C:10](=[O:9])[NH:19][N:18]=[CH:8]2)([CH3:4])([CH3:3])[CH3:2], predict the reactants needed to synthesize it. (8) Given the product [N:25]1[C:19]2[NH:18][C:17]3[CH:26]=[C:13]([CH2:12][NH:11][S:2]([NH2:5])(=[O:4])=[O:3])[CH:14]=[CH:15][C:16]=3[S:21][C:20]=2[N:22]=[CH:23][CH:24]=1, predict the reactants needed to synthesize it. The reactants are: Cl[S:2]([N:5]=C=O)(=[O:4])=[O:3].C(O)=O.[NH2:11][CH2:12][C:13]1[CH:14]=[CH:15][C:16]2[S:21][C:20]3[N:22]=[CH:23][CH:24]=[N:25][C:19]=3[NH:18][C:17]=2[CH:26]=1.C(=O)([O-])[O-].[K+].[K+]. (9) Given the product [O:1]1[CH2:5][CH2:4][O:3][CH:2]1[CH2:6][CH2:7][C:8]1[CH:15]=[CH:14][C:11]([C:12]([NH2:13])=[O:16])=[CH:10][CH:9]=1, predict the reactants needed to synthesize it. The reactants are: [O:1]1[CH2:5][CH2:4][O:3][CH:2]1[CH2:6][CH2:7][C:8]1[CH:15]=[CH:14][C:11]([C:12]#[N:13])=[CH:10][CH:9]=1.[OH:16]O.[OH-].[Na+].Cl.